This data is from Catalyst prediction with 721,799 reactions and 888 catalyst types from USPTO. The task is: Predict which catalyst facilitates the given reaction. (1) Reactant: [CH3:1][C:2]1[N:7]=[C:6]2[S:8][C:9]3[CH2:13][CH2:12][CH2:11][C:10]=3[C:5]2=[C:4]([C:14]2[CH:19]=[CH:18][C:17]([CH3:20])=[CH:16][CH:15]=2)[C:3]=1[CH:21]([CH2:26]OC)[C:22]([O:24]C)=[O:23].[OH-].[Na+].Cl. Product: [CH3:1][C:2]1[N:7]=[C:6]2[S:8][C:9]3[CH2:13][CH2:12][CH2:11][C:10]=3[C:5]2=[C:4]([C:14]2[CH:19]=[CH:18][C:17]([CH3:20])=[CH:16][CH:15]=2)[C:3]=1[C:21](=[CH2:26])[C:22]([OH:24])=[O:23]. The catalyst class is: 5. (2) Reactant: [NH2:1][CH2:2][C:3]1[CH:4]=[C:5]([C:20]2[S:24][C:23]([C@@:25]3([OH:37])[CH2:30][CH2:29][C@H:28]([C:31]([O:33]C)=[O:32])[C:27]([CH3:36])([CH3:35])[CH2:26]3)=[N:22][CH:21]=2)[CH:6]=[C:7]([NH:9][C:10]2[N:15]=[C:14]([C:16]([F:19])([F:18])[F:17])[CH:13]=[CH:12][N:11]=2)[CH:8]=1.[OH-].[Na+]. Product: [NH2:1][CH2:2][C:3]1[CH:4]=[C:5]([C:20]2[S:24][C:23]([C@@:25]3([OH:37])[CH2:30][CH2:29][C@H:28]([C:31]([OH:33])=[O:32])[C:27]([CH3:35])([CH3:36])[CH2:26]3)=[N:22][CH:21]=2)[CH:6]=[C:7]([NH:9][C:10]2[N:15]=[C:14]([C:16]([F:18])([F:19])[F:17])[CH:13]=[CH:12][N:11]=2)[CH:8]=1. The catalyst class is: 5. (3) Reactant: [F:1][C:2]1[CH:10]=[C:9]2[C:5]([C:6]([C:20]3[CH:21]=[N:22][NH:23][CH:24]=3)=[CH:7][N:8]2[S:11]([C:14]2[CH:19]=[CH:18][CH:17]=[CH:16][CH:15]=2)(=[O:13])=[O:12])=[CH:4][CH:3]=1.[CH:25]([S:27]([CH3:30])(=[O:29])=[O:28])=[CH2:26].CCN(CC)CC. Product: [F:1][C:2]1[CH:10]=[C:9]2[C:5]([C:6]([C:20]3[CH:24]=[N:23][N:22]([CH2:26][CH2:25][S:27]([CH3:30])(=[O:29])=[O:28])[CH:21]=3)=[CH:7][N:8]2[S:11]([C:14]2[CH:15]=[CH:16][CH:17]=[CH:18][CH:19]=2)(=[O:12])=[O:13])=[CH:4][CH:3]=1. The catalyst class is: 5. (4) Reactant: C([N:4]1[CH2:10][CH2:9][C:8]2[CH:11]=[CH:12][C:13]([S:15]([N:18]3[CH2:23][CH2:22][O:21][CH2:20][CH2:19]3)(=[O:17])=[O:16])=[CH:14][C:7]=2[CH2:6][CH2:5]1)(=O)C.C(=O)([O-])[O-].[K+].[K+]. Product: [N:18]1([S:15]([C:13]2[CH:12]=[CH:11][C:8]3[CH2:9][CH2:10][NH:4][CH2:5][CH2:6][C:7]=3[CH:14]=2)(=[O:17])=[O:16])[CH2:19][CH2:20][O:21][CH2:22][CH2:23]1. The catalyst class is: 33. (5) Reactant: Br[C:2]1[CH:7]=[CH:6][CH:5]=[C:4]([S:8]([CH3:11])(=[O:10])=[O:9])[CH:3]=1.[CH3:12][O:13][C:14](=[O:22])[C:15]1[CH:20]=[CH:19][C:18]([OH:21])=[CH:17][CH:16]=1.C1(C2C=CC=CC=2)C=CC=CC=1P(C(C)(C)C)C(C)(C)C.P([O-])([O-])([O-])=O.[K+].[K+].[K+]. Product: [CH3:12][O:13][C:14](=[O:22])[C:15]1[CH:20]=[CH:19][C:18]([O:21][C:2]2[CH:7]=[CH:6][CH:5]=[C:4]([S:8]([CH3:11])(=[O:10])=[O:9])[CH:3]=2)=[CH:17][CH:16]=1. The catalyst class is: 164. (6) Reactant: [OH:1][CH:2]1[CH2:7][CH2:6][N:5]([C:8]([O:10][C:11]([CH3:14])([CH3:13])[CH3:12])=[O:9])[CH2:4][CH2:3]1.[CH3:15][S:16](Cl)(=[O:18])=[O:17]. Product: [CH3:15][S:16]([O:1][CH:2]1[CH2:3][CH2:4][N:5]([C:8]([O:10][C:11]([CH3:14])([CH3:13])[CH3:12])=[O:9])[CH2:6][CH2:7]1)(=[O:18])=[O:17]. The catalyst class is: 166. (7) Reactant: [F:1][C:2]1([F:32])[CH2:7][CH2:6][CH:5]([C@H:8]([NH:15][C:16]2[NH:17][C:18](=[O:31])[N:19]([C:23]3[CH:28]=[C:27]([F:29])[CH:26]=[C:25]([F:30])[CH:24]=3)[C:20](=[O:22])[CH:21]=2)[CH2:9][C:10]([O:12]CC)=[O:11])[CH2:4][CH2:3]1.[OH-].[Na+]. Product: [F:32][C:2]1([F:1])[CH2:7][CH2:6][CH:5]([C@H:8]([NH:15][C:16]2[NH:17][C:18](=[O:31])[N:19]([C:23]3[CH:28]=[C:27]([F:29])[CH:26]=[C:25]([F:30])[CH:24]=3)[C:20](=[O:22])[CH:21]=2)[CH2:9][C:10]([OH:12])=[O:11])[CH2:4][CH2:3]1. The catalyst class is: 1.